From a dataset of Forward reaction prediction with 1.9M reactions from USPTO patents (1976-2016). Predict the product of the given reaction. (1) Given the reactants [CH:1]1([C:4]2[CH:5]=[CH:6][C:7]([NH:15][C:16]3[CH:17]=[N:18][C:19]([O:28][CH3:29])=[C:20]([C:22]4[CH:27]=[CH:26][CH:25]=[CH:24][CH:23]=4)[CH:21]=3)=[C:8]([CH:14]=2)[C:9]([O:11]CC)=[O:10])[CH2:3][CH2:2]1.[OH-].[Na+], predict the reaction product. The product is: [CH:1]1([C:4]2[CH:5]=[CH:6][C:7]([NH:15][C:16]3[CH:17]=[N:18][C:19]([O:28][CH3:29])=[C:20]([C:22]4[CH:23]=[CH:24][CH:25]=[CH:26][CH:27]=4)[CH:21]=3)=[C:8]([CH:14]=2)[C:9]([OH:11])=[O:10])[CH2:2][CH2:3]1. (2) Given the reactants C([O:8][C:9]1[CH:14]=[CH:13][C:12]([NH:15][C:16](=[O:28])[NH:17][CH2:18][CH2:19][NH:20][C:21](=[O:27])[O:22][C:23]([CH3:26])([CH3:25])[CH3:24])=[CH:11][CH:10]=1)C1C=CC=CC=1.C(Cl)(Cl)Cl, predict the reaction product. The product is: [OH:8][C:9]1[CH:14]=[CH:13][C:12]([NH:15][C:16](=[O:28])[NH:17][CH2:18][CH2:19][NH:20][C:21](=[O:27])[O:22][C:23]([CH3:24])([CH3:25])[CH3:26])=[CH:11][CH:10]=1. (3) Given the reactants [CH:1]([O:4][C:5]1[CH:19]=[CH:18][C:17]([N+:20]([O-])=O)=[CH:16][C:6]=1[CH2:7][NH:8][C:9](=[O:15])[O:10][C:11]([CH3:14])([CH3:13])[CH3:12])([CH3:3])[CH3:2], predict the reaction product. The product is: [NH2:20][C:17]1[CH:18]=[CH:19][C:5]([O:4][CH:1]([CH3:3])[CH3:2])=[C:6]([CH:16]=1)[CH2:7][NH:8][C:9](=[O:15])[O:10][C:11]([CH3:12])([CH3:13])[CH3:14].